The task is: Predict the reactants needed to synthesize the given product.. This data is from Full USPTO retrosynthesis dataset with 1.9M reactions from patents (1976-2016). (1) The reactants are: [NH2:1][C:2]1[C:7]([C:8]2[N:30]([C:31]3[CH:36]=[CH:35][C:34]([C:37]4([NH:41]C(=O)OC(C)(C)C)[CH2:40][CH2:39][CH2:38]4)=[CH:33][CH:32]=3)[C:11]3=[N:12][C:13]([C:16]4[CH:21]=[CH:20][CH:19]=[C:18]([N:22]5[CH2:27][CH2:26][O:25][C@@H:24]([CH2:28][OH:29])[CH2:23]5)[CH:17]=4)=[CH:14][CH:15]=[C:10]3[N:9]=2)=[CH:6][CH:5]=[CH:4][N:3]=1.[ClH:49].O1CCOCC1. Given the product [ClH:49].[ClH:49].[ClH:49].[NH2:41][C:37]1([C:34]2[CH:35]=[CH:36][C:31]([N:30]3[C:11]4=[N:12][C:13]([C:16]5[CH:17]=[C:18]([N:22]6[CH2:27][CH2:26][O:25][C@@H:24]([CH2:28][OH:29])[CH2:23]6)[CH:19]=[CH:20][CH:21]=5)=[CH:14][CH:15]=[C:10]4[N:9]=[C:8]3[C:7]3[C:2]([NH2:1])=[N:3][CH:4]=[CH:5][CH:6]=3)=[CH:32][CH:33]=2)[CH2:38][CH2:39][CH2:40]1, predict the reactants needed to synthesize it. (2) Given the product [CH3:1][O:2][C:3]1[CH:11]=[C:10]2[C:6]([CH2:7][CH2:8][CH:9]2[OH:12])=[CH:5][CH:4]=1, predict the reactants needed to synthesize it. The reactants are: [CH3:1][O:2][C:3]1[CH:11]=[C:10]2[C:6]([CH2:7][CH2:8][C:9]2=[O:12])=[CH:5][CH:4]=1.[BH4-].[Na+]. (3) Given the product [CH3:20][C:15]1([CH3:21])[C:16]([CH3:19])([CH3:18])[O:17][B:13]([C:2]2[CH:7]=[CH:6][C:5]([C:8]3([C:11]#[N:12])[CH2:10][CH2:9]3)=[CH:4][CH:3]=2)[O:14]1, predict the reactants needed to synthesize it. The reactants are: Br[C:2]1[CH:7]=[CH:6][C:5]([C:8]2([C:11]#[N:12])[CH2:10][CH2:9]2)=[CH:4][CH:3]=1.[B:13]1([B:13]2[O:17][C:16]([CH3:19])([CH3:18])[C:15]([CH3:21])([CH3:20])[O:14]2)[O:17][C:16]([CH3:19])([CH3:18])[C:15]([CH3:21])([CH3:20])[O:14]1. (4) The reactants are: C([O:4][C@H:5]1[C@H:9]([CH2:10]/[CH:11]=[CH:12]\[CH2:13][CH2:14][CH2:15][C:16]([O:18]C)=[O:17])[C@@H:8]([CH2:20][O:21][Si:22]([CH3:28])([CH3:27])[C:23]([CH3:26])([CH3:25])[CH3:24])[C@H:7]([O:29][CH:30]2[CH2:35][CH2:34][CH2:33][CH2:32][O:31]2)[CH2:6]1)(=O)C.[OH-].[Na+].Cl.C(=O)([O-])O.[Na+].[I:44]I.S([O-])([O-])(=O)=S.[Na+].[Na+]. Given the product [CH3:27][Si:22]([CH3:28])([C:23]([CH3:24])([CH3:26])[CH3:25])[O:21][CH2:20][C@H:8]1[C@H:7]([O:29][CH:30]2[CH2:35][CH2:34][CH2:33][CH2:32][O:31]2)[CH2:6][C@@H:5]([OH:4])[C@@H:9]1[CH2:10][CH:11]([C@H:12]1[O:17][C:16](=[O:18])[CH2:15][CH2:14][CH2:13]1)[I:44], predict the reactants needed to synthesize it. (5) Given the product [Br:2][C:3]1[CH:12]=[C:11]2[C:6]([CH2:7][CH2:8][CH2:9][C:10]2=[NH:13])=[CH:5][CH:4]=1, predict the reactants needed to synthesize it. The reactants are: Cl.[Br:2][C:3]1[CH:12]=[C:11]2[C:6]([CH2:7][CH2:8][CH2:9][C:10]2=[N:13]S(C(C)(C)C)=O)=[CH:5][CH:4]=1.